From a dataset of Peptide-MHC class I binding affinity with 185,985 pairs from IEDB/IMGT. Regression. Given a peptide amino acid sequence and an MHC pseudo amino acid sequence, predict their binding affinity value. This is MHC class I binding data. (1) The peptide sequence is PTTKMTTF. The MHC is Mamu-A01 with pseudo-sequence Mamu-A01. The binding affinity (normalized) is 0.0686. (2) The peptide sequence is HFQKDAKVL. The MHC is HLA-B44:02 with pseudo-sequence HLA-B44:02. The binding affinity (normalized) is 0.0847. (3) The peptide sequence is RQTALFLL. The MHC is Mamu-A02 with pseudo-sequence Mamu-A02. The binding affinity (normalized) is 0.250. (4) The peptide sequence is LYVAGVPEL. The MHC is HLA-A69:01 with pseudo-sequence HLA-A69:01. The binding affinity (normalized) is 0.0847. (5) The peptide sequence is RMIESRMSK. The MHC is HLA-B07:02 with pseudo-sequence HLA-B07:02. The binding affinity (normalized) is 0.0847.